This data is from Forward reaction prediction with 1.9M reactions from USPTO patents (1976-2016). The task is: Predict the product of the given reaction. (1) Given the reactants [C:1]([S:4][C@H:5]1[CH2:9][N:8]([S:10]([C:13]2[CH:22]=[CH:21][C:20]3[C:15](=[CH:16][CH:17]=[CH:18][CH:19]=3)[CH:14]=2)(=[O:12])=[O:11])[C@H:7]([C:23]([N:25]([CH2:34][C:35]([OH:37])=[O:36])[CH2:26][CH2:27][C:28]2[CH:33]=[CH:32][CH:31]=[CH:30][CH:29]=2)=[O:24])[CH2:6]1)(=[O:3])[CH3:2].[CH3:38][CH2:39]O.CCN=C=NCCCN(C)C, predict the reaction product. The product is: [CH2:38]([O:36][C:35](=[O:37])[CH2:34][N:25]([C:23]([C@@H:7]1[CH2:6][C@@H:5]([S:4][C:1](=[O:3])[CH3:2])[CH2:9][N:8]1[S:10]([C:13]1[CH:22]=[CH:21][C:20]2[C:15](=[CH:16][CH:17]=[CH:18][CH:19]=2)[CH:14]=1)(=[O:12])=[O:11])=[O:24])[CH2:26][CH2:27][C:28]1[CH:29]=[CH:30][CH:31]=[CH:32][CH:33]=1)[CH3:39]. (2) Given the reactants [CH3:1][C:2]1[N:3]=[C:4]([NH:7][C:8]([C:10]2[C:15]([NH:16][C:17]3[CH:18]=[N:19][CH:20]=[CH:21][CH:22]=3)=[CH:14][CH:13]=[C:12]([CH3:23])[N:11]=2)=[O:9])[S:5][CH:6]=1.BrC1C=NC=C([F:31])C=1, predict the reaction product. The product is: [CH3:1][C:2]1[N:3]=[C:4]([NH:7][C:8]([C:10]2[C:15]([NH:16][C:17]3[CH:18]=[N:19][CH:20]=[C:21]([F:31])[CH:22]=3)=[CH:14][CH:13]=[C:12]([CH3:23])[N:11]=2)=[O:9])[S:5][CH:6]=1. (3) Given the reactants [C:1]1([C:7]2[CH:8]=[N:9][CH:10]=[CH:11][C:12]=2[O:13][C:14]2[CH:20]=[CH:19][C:17]([NH2:18])=[CH:16][CH:15]=2)[CH:6]=[CH:5][CH:4]=[CH:3][CH:2]=1.[F:21][C:22]1[CH:27]=[CH:26][C:25]([N:28]=[C:29]=[O:30])=[CH:24][CH:23]=1, predict the reaction product. The product is: [C:1]1([C:7]2[CH:8]=[N:9][CH:10]=[CH:11][C:12]=2[O:13][C:14]2[CH:15]=[CH:16][C:17]([NH:18][C:29]([NH:28][C:25]3[CH:26]=[CH:27][C:22]([F:21])=[CH:23][CH:24]=3)=[O:30])=[CH:19][CH:20]=2)[CH:2]=[CH:3][CH:4]=[CH:5][CH:6]=1. (4) Given the reactants [N+:1]([C:4]1[C:13]([CH3:14])=[CH:12][C:7]([C:8]([NH:10][CH3:11])=[O:9])=[CH:6][C:5]=1[CH3:15])([O-])=O, predict the reaction product. The product is: [NH2:1][C:4]1[C:5]([CH3:15])=[CH:6][C:7]([C:8]([NH:10][CH3:11])=[O:9])=[CH:12][C:13]=1[CH3:14]. (5) Given the reactants [F:1][C:2]1[CH:3]=[C:4]([CH:37]=[CH:38][C:39]=1[O:40][CH3:41])[CH2:5][N:6]1[C:11]2[CH:12]=[C:13]([C:15]3[CH:20]=[CH:19][C:18]([F:21])=[CH:17][CH:16]=3)[S:14][C:10]=2[C:9](=[O:22])[N:8]([CH:23]2[CH2:28][CH2:27][N:26](C(OC(C)(C)C)=O)[CH2:25][CH2:24]2)[C:7]1=[O:36].[ClH:42], predict the reaction product. The product is: [ClH:42].[F:1][C:2]1[CH:3]=[C:4]([CH:37]=[CH:38][C:39]=1[O:40][CH3:41])[CH2:5][N:6]1[C:11]2[CH:12]=[C:13]([C:15]3[CH:16]=[CH:17][C:18]([F:21])=[CH:19][CH:20]=3)[S:14][C:10]=2[C:9](=[O:22])[N:8]([CH:23]2[CH2:24][CH2:25][NH:26][CH2:27][CH2:28]2)[C:7]1=[O:36].